From a dataset of Full USPTO retrosynthesis dataset with 1.9M reactions from patents (1976-2016). Predict the reactants needed to synthesize the given product. (1) Given the product [NH:1]([C:2]1[S:3][C:4]([C:12]2[CH:17]=[CH:16][CH:15]=[CH:14][CH:13]=2)=[CH:5][C:6]=1[C:7]([O:9][CH2:10][CH3:11])=[O:8])[C:18]1[CH:23]=[CH:22][CH:21]=[CH:20][CH:19]=1, predict the reactants needed to synthesize it. The reactants are: [NH2:1][C:2]1[S:3][C:4]([C:12]2[CH:17]=[CH:16][CH:15]=[CH:14][CH:13]=2)=[CH:5][C:6]=1[C:7]([O:9][CH2:10][CH3:11])=[O:8].[C:18]1(B(O)O)[CH:23]=[CH:22][CH:21]=[CH:20][CH:19]=1.C(N(CC)CC)C. (2) Given the product [CH:21]1([C:19]2[C:18]([F:24])=[CH:17][N:16]=[C:15]([NH:5][C:4]3[CH:6]=[C:7]([C:9]4[S:13][CH:12]=[N:11][CH:10]=4)[CH:8]=[C:2]([CH3:1])[CH:3]=3)[N:20]=2)[CH2:23][CH2:22]1, predict the reactants needed to synthesize it. The reactants are: [CH3:1][C:2]1[CH:3]=[C:4]([CH:6]=[C:7]([C:9]2[S:13][CH:12]=[N:11][CH:10]=2)[CH:8]=1)[NH2:5].Cl[C:15]1[N:20]=[C:19]([CH:21]2[CH2:23][CH2:22]2)[C:18]([F:24])=[CH:17][N:16]=1.CC1(C)C2C(=C(P(C3C=CC=CC=3)C3C=CC=CC=3)C=CC=2)OC2C(P(C3C=CC=CC=3)C3C=CC=CC=3)=CC=CC1=2.C(=O)([O-])[O-].[Cs+].[Cs+]. (3) Given the product [CH3:35][O:36][C:37]1[CH:38]=[C:39]2[C:40](=[CH:41][CH:42]=1)[NH:43][C:22]([C:24]1[CH:29]=[CH:28][CH:27]=[C:26]([N+:30]([O-:32])=[O:31])[CH:25]=1)=[C:21]2[CH2:20][CH2:19][CH2:18][N:15]1[CH2:16][CH2:17][CH:12]([C:8]2[CH:7]=[C:6]([NH:5][C:3](=[O:4])[CH:2]([CH3:1])[CH3:33])[CH:11]=[CH:10][CH:9]=2)[CH2:13][CH2:14]1, predict the reactants needed to synthesize it. The reactants are: [CH3:1][CH:2]([CH3:33])[C:3]([NH:5][C:6]1[CH:11]=[CH:10][CH:9]=[C:8]([CH:12]2[CH2:17][CH2:16][N:15]([CH2:18][CH2:19][CH2:20][CH2:21][C:22]([C:24]3[CH:29]=[CH:28][CH:27]=[C:26]([N+:30]([O-:32])=[O:31])[CH:25]=3)=O)[CH2:14][CH2:13]2)[CH:7]=1)=[O:4].Cl.[CH3:35][O:36][C:37]1[CH:42]=[CH:41][C:40]([NH:43]N)=[CH:39][CH:38]=1. (4) Given the product [Cl:1][C:2]1[CH:20]=[C:6]([C:7]([NH:9][CH2:10][CH2:11][CH2:12][CH2:13][CH2:14][CH2:15][CH2:16][C:17]([O-:19])=[O:18])=[O:8])[C:5]([OH:21])=[CH:4][CH:3]=1.[Na+:23], predict the reactants needed to synthesize it. The reactants are: [Cl:1][C:2]1[CH:20]=[C:6]([C:7]([NH:9][CH2:10][CH2:11][CH2:12][CH2:13][CH2:14][CH2:15][CH2:16][C:17]([OH:19])=[O:18])=[O:8])[C:5]([OH:21])=[CH:4][CH:3]=1.[OH-].[Na+:23]. (5) Given the product [NH2:1][C:2]1[C:7]([CH2:8][OH:9])=[C:6]([C:10]2[CH:15]=[CH:14][C:13]([NH:16][C:17](=[O:19])[CH3:18])=[C:12]([OH:20])[CH:11]=2)[CH:5]=[C:4]([C:21]2[C:26]([OH:27])=[CH:25][CH:24]=[CH:23][C:22]=2[O:37][CH2:38][CH:39]2[CH2:41][CH2:40]2)[N:3]=1, predict the reactants needed to synthesize it. The reactants are: [NH2:1][C:2]1[C:7]([CH2:8][OH:9])=[C:6]([C:10]2[CH:15]=[CH:14][C:13]([NH:16][C:17](=[O:19])[CH3:18])=[C:12]([OH:20])[CH:11]=2)[CH:5]=[C:4]([C:21]2[C:26]([O:27]CC3C=CC(OC)=CC=3)=[CH:25][CH:24]=[CH:23][C:22]=2[O:37][CH2:38][CH:39]2[CH2:41][CH2:40]2)[N:3]=1.Cl. (6) Given the product [ClH:26].[CH3:1][O:2][C:3]1[CH:4]=[C:5]([C:21]([OH:23])=[O:22])[S:6][C:7]=1[N:8]([CH2:13][CH2:14][N:15]1[CH2:16][CH2:17][O:18][CH2:19][CH2:20]1)[S:9]([CH3:12])(=[O:10])=[O:11], predict the reactants needed to synthesize it. The reactants are: [CH3:1][O:2][C:3]1[CH:4]=[C:5]([C:21]([O:23]CC)=[O:22])[S:6][C:7]=1[N:8]([CH2:13][CH2:14][N:15]1[CH2:20][CH2:19][O:18][CH2:17][CH2:16]1)[S:9]([CH3:12])(=[O:11])=[O:10].[ClH:26].